Task: Predict which catalyst facilitates the given reaction.. Dataset: Catalyst prediction with 721,799 reactions and 888 catalyst types from USPTO Reactant: [CH3:1][C:2]1[S:6][C:5]([CH:7]2[CH2:12][CH2:11][O:10][CH2:9][CH2:8]2)=[N:4][C:3]=1[CH2:13]O.[Br:15]P(Br)Br. Product: [Br:15][CH2:13][C:3]1[N:4]=[C:5]([CH:7]2[CH2:12][CH2:11][O:10][CH2:9][CH2:8]2)[S:6][C:2]=1[CH3:1]. The catalyst class is: 4.